Dataset: CYP2C19 inhibition data for predicting drug metabolism from PubChem BioAssay. Task: Regression/Classification. Given a drug SMILES string, predict its absorption, distribution, metabolism, or excretion properties. Task type varies by dataset: regression for continuous measurements (e.g., permeability, clearance, half-life) or binary classification for categorical outcomes (e.g., BBB penetration, CYP inhibition). Dataset: cyp2c19_veith. The compound is O=c1c(-c2ccccc2)nc2cnc(N3CCOCC3)nc2n1C[C@H]1CCCO1. The result is 0 (non-inhibitor).